Dataset: Full USPTO retrosynthesis dataset with 1.9M reactions from patents (1976-2016). Task: Predict the reactants needed to synthesize the given product. Given the product [CH:11]([CH2:7][C:6](=[CH2:8])[C:5]([OH:10])=[O:9])=[CH:12][C:13]1[CH:18]=[CH:17][CH:16]=[CH:15][CH:14]=1.[Na:1].[C:5]([OH:10])(=[O:9])[C:6]([CH3:8])=[CH2:7].[CH2:3]1[O:4][CH2:2]1, predict the reactants needed to synthesize it. The reactants are: [Na:1].[CH2:2]1[O:4][CH2:3]1.[C:5]([OH:10])(=[O:9])[C:6]([CH3:8])=[CH2:7].[CH2:11]=[CH:12][C:13]1[CH:18]=[CH:17][CH:16]=[CH:15][CH:14]=1.S(OOS([O-])(=O)=O)([O-])(=O)=O.[NH4+].[NH4+].